Dataset: Catalyst prediction with 721,799 reactions and 888 catalyst types from USPTO. Task: Predict which catalyst facilitates the given reaction. (1) Reactant: [CH2:1]([N:8]1[CH2:12][CH2:11][CH2:10][C@H:9]1[C:13](=[O:19])[CH2:14][C:15](=[N:17]O)[CH3:16])[C:2]1[CH:7]=[CH:6][CH:5]=[CH:4][CH:3]=1.CS(Cl)(=O)=O.C(N(CC)CC)C. Product: [CH2:1]([N:8]1[CH2:12][CH2:11][CH2:10][C@H:9]1[C:13]1[O:19][N:17]=[C:15]([CH3:16])[CH:14]=1)[C:2]1[CH:3]=[CH:4][CH:5]=[CH:6][CH:7]=1. The catalyst class is: 4. (2) Product: [Br:17][C:18]1[CH:23]=[CH:22][CH:21]=[CH:20][C:19]=1[O:24][CH:25]1[CH2:28][N:27]([C:2]2[CH:7]=[CH:6][C:5]([C:8]#[N:9])=[CH:4][N:3]=2)[CH2:26]1. Reactant: Cl[C:2]1[CH:7]=[CH:6][C:5]([C:8]#[N:9])=[CH:4][N:3]=1.C(=O)([O-])[O-].[Cs+].[Cs+].Cl.[Br:17][C:18]1[CH:23]=[CH:22][CH:21]=[CH:20][C:19]=1[O:24][CH:25]1[CH2:28][NH:27][CH2:26]1.O. The catalyst class is: 12.